Dataset: Full USPTO retrosynthesis dataset with 1.9M reactions from patents (1976-2016). Task: Predict the reactants needed to synthesize the given product. (1) Given the product [NH2:11][C:9]1[C:8]([O:14][CH3:15])=[CH:7][C:3]([C:4]([NH2:6])=[O:5])=[C:2]([F:1])[CH:10]=1, predict the reactants needed to synthesize it. The reactants are: [F:1][C:2]1[CH:10]=[C:9]([N+:11]([O-])=O)[C:8]([O:14][CH3:15])=[CH:7][C:3]=1[C:4]([NH2:6])=[O:5]. (2) Given the product [CH:1]1([CH:7]([NH:20][C:21]2[CH:22]=[CH:23][C:24]([C:27]([N:29]([CH3:37])[CH2:30][CH2:31][C:32]([OH:34])=[O:33])=[O:28])=[CH:25][CH:26]=2)[C:8]2[O:9][C:10]3[CH:17]=[CH:16][C:15]([O:18][CH3:19])=[CH:14][C:11]=3[C:12]=2[CH3:13])[CH2:6][CH2:5][CH2:4][CH2:3][CH2:2]1, predict the reactants needed to synthesize it. The reactants are: [CH:1]1([CH:7]([NH:20][C:21]2[CH:26]=[CH:25][C:24]([C:27]([N:29]([CH3:37])[CH2:30][CH2:31][C:32]([O:34]CC)=[O:33])=[O:28])=[CH:23][CH:22]=2)[C:8]2[O:9][C:10]3[CH:17]=[CH:16][C:15]([O:18][CH3:19])=[CH:14][C:11]=3[C:12]=2[CH3:13])[CH2:6][CH2:5][CH2:4][CH2:3][CH2:2]1.CCCCCC.C(O)C.C(O)C.[OH-].[Na+]. (3) Given the product [CH2:15]([O:14][C:12]([C:11]1[N:1]=[C:2]2[CH:7]=[CH:6][CH:5]=[C:4]([Cl:8])[N:3]2[CH:10]=1)=[O:13])[CH3:16], predict the reactants needed to synthesize it. The reactants are: [NH2:1][C:2]1[CH:7]=[CH:6][CH:5]=[C:4]([Cl:8])[N:3]=1.Br[CH2:10][C:11](=O)[C:12]([O:14][CH2:15][CH3:16])=[O:13].C(OCC)(=O)C. (4) Given the product [C:1]([C:5]1[CH:6]=[C:7]([C:17]2[N:18]=[C:24]([CH:26]3[CH2:31][CH2:30][N:29]([C:32]([O:34][C:35]([CH3:38])([CH3:37])[CH3:36])=[O:33])[CH2:28][CH2:27]3)[CH:23]=[CH:22][N:19]=2)[CH:8]=[C:9]([C:13]([CH3:16])([CH3:15])[CH3:14])[C:10]=1[O:11][CH3:12])([CH3:4])([CH3:2])[CH3:3], predict the reactants needed to synthesize it. The reactants are: [C:1]([C:5]1[CH:6]=[C:7]([C:17](=[NH:19])[NH2:18])[CH:8]=[C:9]([C:13]([CH3:16])([CH3:15])[CH3:14])[C:10]=1[O:11][CH3:12])([CH3:4])([CH3:3])[CH3:2].C[Si](C)(C)[C:22]#[C:23][C:24]([CH:26]1[CH2:31][CH2:30][N:29]([C:32]([O:34][C:35]([CH3:38])([CH3:37])[CH3:36])=[O:33])[CH2:28][CH2:27]1)=O.C(=O)([O-])[O-].[Na+].[Na+]. (5) The reactants are: [Cl:1][C:2]1[CH:24]=[CH:23][C:5]([O:6][C:7]2[CH:12]=[CH:11][C:10]([C:13](=[O:20])[CH2:14][N:15]3[CH:19]=[N:18][CH:17]=[N:16]3)=[C:9]([O:21][CH3:22])[CH:8]=2)=[CH:4][CH:3]=1.[Cl-].[Li+].[Cl-].[CH3:28][Mg]Br.[Cl-].[NH4+]. Given the product [Cl:1][C:2]1[CH:3]=[CH:4][C:5]([O:6][C:7]2[CH:12]=[CH:11][C:10]([C:13]([OH:20])([CH3:28])[CH2:14][N:15]3[CH:19]=[N:18][CH:17]=[N:16]3)=[C:9]([O:21][CH3:22])[CH:8]=2)=[CH:23][CH:24]=1, predict the reactants needed to synthesize it. (6) The reactants are: Br[C:2]1[CH:3]=[N:4][CH:5]=[C:6]2[C:11]=1[N:10]=[C:9]([C:12]([NH:14][CH2:15][CH2:16][CH2:17][CH2:18][CH2:19][CH3:20])=[O:13])[CH:8]=[CH:7]2.[Cl:21][C:22]1[CH:27]=[CH:26][C:25](B(O)O)=[CH:24][CH:23]=1. Given the product [Cl:21][C:22]1[CH:27]=[CH:26][C:25]([C:2]2[CH:3]=[N:4][CH:5]=[C:6]3[C:11]=2[N:10]=[C:9]([C:12]([NH:14][CH2:15][CH2:16][CH2:17][CH2:18][CH2:19][CH3:20])=[O:13])[CH:8]=[CH:7]3)=[CH:24][CH:23]=1, predict the reactants needed to synthesize it.